This data is from Catalyst prediction with 721,799 reactions and 888 catalyst types from USPTO. The task is: Predict which catalyst facilitates the given reaction. (1) Reactant: [F:1][C:2]1[CH:24]=[CH:23][CH:22]=[C:21]([F:25])[C:3]=1[O:4][C:5]1[C:18](=[O:19])[N:17]([CH3:20])[C:8]2[N:9]=[C:10](S(C)(=O)=O)[N:11]=[CH:12][C:7]=2[CH:6]=1.[NH2:26][CH:27]([CH2:30][CH2:31][CH3:32])[CH2:28][OH:29].CO.O. Product: [F:1][C:2]1[CH:24]=[CH:23][CH:22]=[C:21]([F:25])[C:3]=1[O:4][C:5]1[C:18](=[O:19])[N:17]([CH3:20])[C:8]2[N:9]=[C:10]([NH:26][CH:27]([CH2:28][OH:29])[CH2:30][CH2:31][CH3:32])[N:11]=[CH:12][C:7]=2[CH:6]=1. The catalyst class is: 60. (2) Reactant: CN(C)C=O.[C:6](=[O:26])([O:22][CH:23](Cl)[CH3:24])[O:7][CH2:8][CH2:9][CH2:10][C@@H:11]([O:18][N+:19]([O-:21])=[O:20])[C@H:12]([O:14][N+:15]([O-:17])=[O:16])[CH3:13].[CH2:27]([O:29][C:30]1[N:34]([CH2:35][C:36]2[CH:41]=[CH:40][C:39]([C:42]3[CH:47]=[CH:46][CH:45]=[CH:44][C:43]=3[C:48]3[N:52]([C:53]([C:66]4[CH:71]=[CH:70][CH:69]=[CH:68][CH:67]=4)([C:60]4[CH:65]=[CH:64][CH:63]=[CH:62][CH:61]=4)[C:54]4[CH:59]=[CH:58][CH:57]=[CH:56][CH:55]=4)[N:51]=[N:50][N:49]=3)=[CH:38][CH:37]=2)[C:33]2[C:72]([C:76]([OH:78])=[O:77])=[CH:73][CH:74]=[CH:75][C:32]=2[N:31]=1)[CH3:28].C(=O)([O-])[O-].[Cs+].[Cs+]. Product: [CH2:27]([O:29][C:30]1[N:34]([CH2:35][C:36]2[CH:37]=[CH:38][C:39]([C:42]3[CH:47]=[CH:46][CH:45]=[CH:44][C:43]=3[C:48]3[N:52]([C:53]([C:60]4[CH:61]=[CH:62][CH:63]=[CH:64][CH:65]=4)([C:54]4[CH:55]=[CH:56][CH:57]=[CH:58][CH:59]=4)[C:66]4[CH:71]=[CH:70][CH:69]=[CH:68][CH:67]=4)[N:51]=[N:50][N:49]=3)=[CH:40][CH:41]=2)[C:33]2[C:72]([C:76]([O:78][CH:23]([O:22][C:6]([O:7][CH2:8][CH2:9][CH2:10][C@@H:11]([O:18][N+:19]([O-:21])=[O:20])[C@H:12]([O:14][N+:15]([O-:17])=[O:16])[CH3:13])=[O:26])[CH3:24])=[O:77])=[CH:73][CH:74]=[CH:75][C:32]=2[N:31]=1)[CH3:28]. The catalyst class is: 6. (3) Reactant: [H-].[Na+].[CH3:3][N:4]1[C:16]2[C:15]3[CH:14]=[C:13]([OH:17])[CH:12]=[CH:11][C:10]=3[N:9]=[CH:8][C:7]=2[N:6]=[C:5]1[CH3:18].Br[CH2:20][C:21]([O:23][CH2:24][CH3:25])=[O:22].C(O)C. Product: [CH3:3][N:4]1[C:16]2[C:15]3[CH:14]=[C:13]([O:17][CH2:20][C:21]([O:23][CH2:24][CH3:25])=[O:22])[CH:12]=[CH:11][C:10]=3[N:9]=[CH:8][C:7]=2[N:6]=[C:5]1[CH3:18]. The catalyst class is: 3. (4) Reactant: [OH:1][C:2]1[CH:16]=[C:15]2[C:5]([NH:6][CH:7]=[C:8]2[CH2:9][C@@H:10]([C:12]([OH:14])=[O:13])[NH2:11])=[CH:4][CH:3]=1.[C:17](=[O:20])(O)[O-:18].[Na+].C(O)(=O)[CH2:23][C:24]([CH2:29]C(O)=O)([C:26](O)=O)O. Product: [C:24]([O:18][C:17]([NH:11][CH:10]([CH2:9][C:8]1[C:15]2[C:5](=[CH:4][CH:3]=[C:2]([OH:1])[CH:16]=2)[NH:6][CH:7]=1)[C:12]([OH:14])=[O:13])=[O:20])([CH3:29])([CH3:26])[CH3:23]. The catalyst class is: 69.